Dataset: Reaction yield outcomes from USPTO patents with 853,638 reactions. Task: Predict the reaction yield, written as a fraction of the theoretical maximum amount of product (1.0 means a 100% yield; for example, 0.34 means a 34% yield). (1) The reactants are [CH2:1]([O:3][C:4](=[O:26])[C:5]([C:7]1[C:15]2[C:10](=[CH:11][C:12]([O:16]CC3C=CC=CC=3)=[CH:13][CH:14]=2)[N:9]([CH2:24][CH3:25])[CH:8]=1)=O)[CH3:2]. The catalyst is O1CCOCC1. The product is [CH2:1]([O:3][C:4](=[O:26])[CH2:5][C:7]1[C:15]2[C:10](=[CH:11][C:12]([OH:16])=[CH:13][CH:14]=2)[N:9]([CH2:24][CH3:25])[CH:8]=1)[CH3:2]. The yield is 0.950. (2) The reactants are [CH:1]1([NH:7][C:8]2[C:13]([C:14](OCC)=[O:15])=[CH:12][N:11]=[C:10]3[N:19]([S:22]([C:25]4[CH:31]=[CH:30][C:28]([CH3:29])=[CH:27][CH:26]=4)(=[O:24])=[O:23])[CH:20]=[CH:21][C:9]=23)[CH2:6][CH2:5][CH2:4][CH2:3][CH2:2]1.CC(C[AlH]CC(C)C)C. The yield is 0.800. The catalyst is C1(C)C=CC=CC=1. The product is [CH:1]1([NH:7][C:8]2[C:13]([CH2:14][OH:15])=[CH:12][N:11]=[C:10]3[N:19]([S:22]([C:25]4[CH:26]=[CH:27][C:28]([CH3:29])=[CH:30][CH:31]=4)(=[O:24])=[O:23])[CH:20]=[CH:21][C:9]=23)[CH2:2][CH2:3][CH2:4][CH2:5][CH2:6]1. (3) The reactants are [Br:1][C:2]1[C:7](Br)=[CH:6][CH:5]=[CH:4][N:3]=1.CC([Mg]Cl)C.[CH2:14]([N:21]1[CH2:26][CH2:25][C:24](=[O:27])[CH2:23][CH2:22]1)[C:15]1[CH:20]=[CH:19][CH:18]=[CH:17][CH:16]=1. The catalyst is O1CCCC1. The product is [CH2:14]([N:21]1[CH2:26][CH2:25][C:24]([OH:27])([C:7]2[C:2]([Br:1])=[N:3][CH:4]=[CH:5][CH:6]=2)[CH2:23][CH2:22]1)[C:15]1[CH:16]=[CH:17][CH:18]=[CH:19][CH:20]=1. The yield is 0.230. (4) The yield is 0.221. The catalyst is ClCCl.CN(C)C=O.CN(C)C1C=CN=CC=1. The product is [Cl:16][C:17]1[C:21]([N:22]([CH2:23][CH3:24])[C:3](=[O:4])[CH:2]([CH3:1])[CH:6]([S:8][CH3:9])[CH3:7])=[CH:20][N:19]([C:25]2[CH:26]=[N:27][CH:28]=[C:29]([F:31])[CH:30]=2)[N:18]=1.[Cl:16][C:17]1[C:21]([N:22]([CH2:23][CH3:24])[C:3](=[O:4])/[C:2](/[CH3:1])=[CH:6]\[CH3:7])=[CH:20][N:19]([C:25]2[CH:26]=[N:27][CH:28]=[C:29]([F:31])[CH:30]=2)[N:18]=1. The reactants are [CH3:1][CH:2]([CH:6]([S:8][CH3:9])[CH3:7])[C:3](O)=[O:4].C(Cl)(=O)C(Cl)=O.[Cl:16][C:17]1[C:21]([NH:22][CH2:23][CH3:24])=[CH:20][N:19]([C:25]2[CH:26]=[N:27][CH:28]=[C:29]([F:31])[CH:30]=2)[N:18]=1. (5) The reactants are [C:1]([C:3]1[N:8]=[CH:7][C:6]([NH:9][C:10](=[O:17])OCC(Cl)(Cl)Cl)=[CH:5][CH:4]=1)#[N:2].[C:18]1([C:24]2[N:28]=[C:27]([N:29]3[CH2:34][CH2:33][NH:32][CH2:31][CH2:30]3)[S:26][N:25]=2)[CH:23]=[CH:22][CH:21]=[CH:20][CH:19]=1.C(N(C(C)C)CC)(C)C.O. The catalyst is CS(C)=O. The product is [C:1]([C:3]1[N:8]=[CH:7][C:6]([NH:9][C:10]([N:32]2[CH2:33][CH2:34][N:29]([C:27]3[S:26][N:25]=[C:24]([C:18]4[CH:23]=[CH:22][CH:21]=[CH:20][CH:19]=4)[N:28]=3)[CH2:30][CH2:31]2)=[O:17])=[CH:5][CH:4]=1)#[N:2]. The yield is 0.0820. (6) The reactants are [CH2:1]([CH:3]1[CH2:7][C:6](=[CH2:8])[CH2:5][CH:4]1[C:9]([O:11][CH2:12][CH3:13])=[O:10])[CH3:2].C1([Si](C2C=CC=CC=2)(C2C=CC=CC=2)[SH:21])C=CC=CC=1.N(C(C)(C)C#N)=NC(C)(C)C#N.C(O)(C(F)(F)F)=O. The catalyst is C1(C)C=CC=CC=1.C(Cl)Cl. The product is [CH2:1]([CH:3]1[CH2:7][CH:6]([CH2:8][SH:21])[CH2:5][CH:4]1[C:9]([O:11][CH2:12][CH3:13])=[O:10])[CH3:2]. The yield is 0.720. (7) The reactants are [C:1]([C:9]1[CH:14]=[CH:13][CH:12]=[C:11]([C:15](=O)[C:16]2[CH:21]=[CH:20][CH:19]=[CH:18][CH:17]=2)[CH:10]=1)(=[O:8])[C:2]1[CH:7]=[CH:6][CH:5]=[CH:4][CH:3]=1.[NH2:23][NH:24][C:25]([NH2:27])=[S:26]. The catalyst is CO.C1(C)C=CC(S(O)(=O)=O)=CC=1. The product is [C:1]([C:9]1[CH:10]=[C:11]([CH:12]=[CH:13][CH:14]=1)[C:15](=[N:23][NH:24][C:25]([NH2:27])=[S:26])[C:16]1[CH:21]=[CH:20][CH:19]=[CH:18][CH:17]=1)(=[O:8])[C:2]1[CH:7]=[CH:6][CH:5]=[CH:4][CH:3]=1. The yield is 0.440. (8) The reactants are [CH:1]1([N:7]=[C:8]=[O:9])[CH2:6][CH2:5][CH2:4][CH2:3][CH2:2]1.[CH2:10]([O:12][C:13](=[O:25])[CH2:14][CH2:15][C@H:16]1[CH2:20][O:19][C@@H:18]2[C@@H:21]([NH2:24])[CH2:22][O:23][C@H:17]12)[CH3:11]. The catalyst is ClCCl. The product is [CH2:10]([O:12][C:13](=[O:25])[CH2:14][CH2:15][C@H:16]1[CH2:20][O:19][C@@H:18]2[C@@H:21]([NH:24][C:8]([NH:7][CH:1]3[CH2:6][CH2:5][CH2:4][CH2:3][CH2:2]3)=[O:9])[CH2:22][O:23][C@H:17]12)[CH3:11]. The yield is 0.700. (9) The catalyst is C1C=CC(/C=C/C(/C=C/C2C=CC=CC=2)=O)=CC=1.C1C=CC(/C=C/C(/C=C/C2C=CC=CC=2)=O)=CC=1.C1C=CC(/C=C/C(/C=C/C2C=CC=CC=2)=O)=CC=1.[Pd].[Pd]. The yield is 0.530. The product is [ClH:18].[F:1][C:2]1[C:3]([C:9]2[N:13]([CH:14]([CH3:15])[CH3:16])[C:12]([CH3:17])=[N:11][CH:10]=2)=[N:4][C:5]([NH:8][C:19]2[CH:33]=[CH:32][C:22]([C:23]([N:25]3[CH2:26][CH2:27][N:28]([CH3:31])[CH2:29][CH2:30]3)=[O:24])=[C:21]([O:34][CH3:35])[CH:20]=2)=[N:6][CH:7]=1. The reactants are [F:1][C:2]1[C:3]([C:9]2[N:13]([CH:14]([CH3:16])[CH3:15])[C:12]([CH3:17])=[N:11][CH:10]=2)=[N:4][C:5]([NH2:8])=[N:6][CH:7]=1.[Cl:18][C:19]1[CH:33]=[CH:32][C:22]([C:23]([N:25]2[CH2:30][CH2:29][N:28]([CH3:31])[CH2:27][CH2:26]2)=[O:24])=[C:21]([O:34][CH3:35])[CH:20]=1.C([O-])([O-])=O.[Cs+].[Cs+].CC(C1C=C(C(C)C)C(C2C=CC=CC=2P(C2CCCCC2)C2CCCCC2)=C(C(C)C)C=1)C.